Dataset: Full USPTO retrosynthesis dataset with 1.9M reactions from patents (1976-2016). Task: Predict the reactants needed to synthesize the given product. (1) The reactants are: [CH3:1][C:2]1([C:7]2[CH:11]=[C:10]([CH2:12][N:13]3[N:17]=[C:16]([NH2:18])[CH:15]=[N:14]3)[O:9][N:8]=2)[O:6]CCO1.[C:19]1([C:25]2[O:29][CH:28]=[N:27][C:26]=2[C:30](O)=[O:31])[CH:24]=[CH:23][CH:22]=[CH:21][CH:20]=1. Given the product [C:2]([C:7]1[CH:11]=[C:10]([CH2:12][N:13]2[N:17]=[C:16]([NH:18][C:30]([C:26]3[N:27]=[CH:28][O:29][C:25]=3[C:19]3[CH:20]=[CH:21][CH:22]=[CH:23][CH:24]=3)=[O:31])[CH:15]=[N:14]2)[O:9][N:8]=1)(=[O:6])[CH3:1], predict the reactants needed to synthesize it. (2) Given the product [CH3:1][C:2]1([CH3:15])[C:7]23[CH2:11][CH:10]([C:12]([CH3:14])([CH3:13])[C:6]42[O:18][CH:5]4[CH2:4][CH2:3]1)[CH2:9][CH2:8]3, predict the reactants needed to synthesize it. The reactants are: [CH3:1][C:2]1([CH3:15])[C:7]23[CH2:11][CH:10]([C:12]([CH3:14])([CH3:13])[C:6]2=[CH:5][CH2:4][CH2:3]1)[CH2:9][CH2:8]3.C(OO)(=[O:18])C. (3) Given the product [CH2:20]([O:19][C:17]([N:13]1[CH2:12][CH2:11][N:10]([C:8]2[CH:7]=[CH:6][C:3]([CH:4]=[O:5])=[C:2]([Cl:1])[CH:9]=2)[CH2:15][CH2:14]1)=[O:18])[CH3:21], predict the reactants needed to synthesize it. The reactants are: [Cl:1][C:2]1[CH:9]=[C:8]([N:10]2[CH2:15][CH2:14][NH:13][CH2:12][CH2:11]2)[CH:7]=[CH:6][C:3]=1[CH:4]=[O:5].Cl[C:17]([O:19][CH2:20][CH3:21])=[O:18].C([O-])([O-])=O.[Na+].[Na+]. (4) Given the product [Br:1][C:2]1[CH:3]=[C:4]2[NH:10][N:9]=[CH:8][C:5]2=[N:6][CH:7]=1, predict the reactants needed to synthesize it. The reactants are: [Br:1][C:2]1[CH:3]=[C:4]2[N:10](C(=O)C)[N:9]=[CH:8][C:5]2=[N:6][CH:7]=1.[OH-].[Na+].Cl. (5) Given the product [CH3:1][N:2]1[CH:6]=[CH:5][N:4]=[C:3]1[C:7]([C:8]1[CH:13]=[CH:12][CH:11]=[CH:10][CH:9]=1)=[O:14], predict the reactants needed to synthesize it. The reactants are: [CH3:1][N:2]1[CH:6]=[CH:5][N:4]=[CH:3]1.[C:7](Cl)(=[O:14])[C:8]1[CH:13]=[CH:12][CH:11]=[CH:10][CH:9]=1.C(N(CC)CC)C.